From a dataset of Forward reaction prediction with 1.9M reactions from USPTO patents (1976-2016). Predict the product of the given reaction. (1) Given the reactants [CH3:1][O:2][C:3](=[O:13])[CH:4]([C:6]1[CH:11]=[CH:10][C:9]([NH2:12])=[CH:8][CH:7]=1)[OH:5].[CH3:14][O:15][C:16]1[CH:21]=[CH:20][C:19]([CH3:22])=[CH:18][C:17]=1[S:23]([N:26]1[C:35]2[C:30](=[CH:31][CH:32]=[C:33]([C:36](O)=[O:37])[CH:34]=2)[CH2:29][CH2:28][CH2:27]1)(=[O:25])=[O:24], predict the reaction product. The product is: [CH3:1][O:2][C:3](=[O:13])[CH:4]([OH:5])[C:6]1[CH:11]=[CH:10][C:9]([NH:12][C:36]([C:33]2[CH:34]=[C:35]3[C:30]([CH2:29][CH2:28][CH2:27][N:26]3[S:23]([C:17]3[CH:18]=[C:19]([CH3:22])[CH:20]=[CH:21][C:16]=3[O:15][CH3:14])(=[O:25])=[O:24])=[CH:31][CH:32]=2)=[O:37])=[CH:8][CH:7]=1. (2) Given the reactants [CH3:1][N:2]1[CH2:7][CH2:6][N:5]([C:8]2[CH:14]=[CH:13][CH:12]=[C:11]([N+:15]([O-])=O)[C:9]=2[NH2:10])[CH2:4][CH2:3]1, predict the reaction product. The product is: [CH3:1][N:2]1[CH2:3][CH2:4][N:5]([C:8]2[CH:14]=[CH:13][CH:12]=[C:11]([NH2:15])[C:9]=2[NH2:10])[CH2:6][CH2:7]1. (3) Given the reactants N#N.[CH3:3][C:4]1([C:9]2[S:13][C:12]([CH2:14][N:15]3[N:19]=[C:18]([N+:20]([O-])=O)[CH:17]=[N:16]3)=[N:11][CH:10]=2)[O:8][CH2:7][CH2:6][O:5]1.[NH4+].[Cl-], predict the reaction product. The product is: [CH3:3][C:4]1([C:9]2[S:13][C:12]([CH2:14][N:15]3[N:19]=[C:18]([NH2:20])[CH:17]=[N:16]3)=[N:11][CH:10]=2)[O:5][CH2:6][CH2:7][O:8]1. (4) Given the reactants [F:1][C:2]1[CH:10]=[CH:9][C:5]([C:6]([OH:8])=[O:7])=[C:4]([CH3:11])[CH:3]=1.O=S(Cl)Cl.[CH3:16]O, predict the reaction product. The product is: [CH3:16][O:7][C:6](=[O:8])[C:5]1[CH:9]=[CH:10][C:2]([F:1])=[CH:3][C:4]=1[CH3:11]. (5) Given the reactants [NH2:1][CH2:2][C@@H:3]([C:5]1[CH:16]=[CH:15][C:8]2[O:9][C:10]([CH3:14])([CH3:13])[O:11][CH2:12][C:7]=2[CH:6]=1)[OH:4].C(N(C(C)C)CC)(C)C.Br[CH2:27][CH2:28][CH2:29][CH2:30][CH2:31][CH2:32][O:33][CH2:34][CH2:35][CH2:36][CH2:37][C:38]1[CH:47]=[C:46]2[C:41]([CH2:42][CH2:43][CH2:44][S:45]2(=[O:49])=[O:48])=[CH:40][CH:39]=1, predict the reaction product. The product is: [CH3:14][C:10]1([CH3:13])[O:9][C:8]2[CH:15]=[CH:16][C:5]([C@@H:3]([OH:4])[CH2:2][NH:1][CH2:27][CH2:28][CH2:29][CH2:30][CH2:31][CH2:32][O:33][CH2:34][CH2:35][CH2:36][CH2:37][C:38]3[CH:47]=[C:46]4[C:41]([CH2:42][CH2:43][CH2:44][S:45]4(=[O:49])=[O:48])=[CH:40][CH:39]=3)=[CH:6][C:7]=2[CH2:12][O:11]1. (6) The product is: [CH2:1]([O:8][C@@H:9]1[CH2:14][CH2:13][CH2:12][C@H:10]1[NH:15][CH2:17][CH2:16][CH2:22][S:19]([OH:21])(=[O:20])=[O:18])[C:2]1[CH:3]=[CH:4][CH:5]=[CH:6][CH:7]=1. Given the reactants [CH2:1]([O:8][C@@H:9]1[CH2:14][CH2:13][CH2:12]C[C@H:10]1[NH2:15])[C:2]1[CH:7]=[CH:6][CH:5]=[CH:4][CH:3]=1.[CH2:16]1[CH2:22][S:19](=[O:21])(=[O:20])[O:18][CH2:17]1, predict the reaction product. (7) Given the reactants [F:1][C:2]1[CH:7]=[CH:6][C:5]([C:8]2[N:12]=[C:11]([C:13]3[CH:18]=[CH:17][C:16]([F:19])=[CH:15][CH:14]=3)[N:10]([CH2:20][C:21](O)=[O:22])[N:9]=2)=[CH:4][CH:3]=1.CCN(C(C)C)C(C)C.Cl.[CH3:34][O:35][C:36]1[CH:37]=[N:38][C:39]([N:42]2[CH2:47][CH2:46][NH:45][CH2:44][CH2:43]2)=[N:40][CH:41]=1.C(Cl)Cl, predict the reaction product. The product is: [F:1][C:2]1[CH:7]=[CH:6][C:5]([C:8]2[N:12]=[C:11]([C:13]3[CH:18]=[CH:17][C:16]([F:19])=[CH:15][CH:14]=3)[N:10]([CH2:20][C:21]([N:45]3[CH2:46][CH2:47][N:42]([C:39]4[N:38]=[CH:37][C:36]([O:35][CH3:34])=[CH:41][N:40]=4)[CH2:43][CH2:44]3)=[O:22])[N:9]=2)=[CH:4][CH:3]=1. (8) Given the reactants [CH:1]1([NH2:4])[CH2:3][CH2:2]1.Br[CH:6]([C:12]([O:14][CH2:15][CH3:16])=[O:13])[C:7]([O:9][CH2:10][CH3:11])=[O:8], predict the reaction product. The product is: [CH2:10]([O:9][C:7](=[O:8])[CH:6]([NH:4][CH:1]1[CH2:3][CH2:2]1)[C:12]([O:14][CH2:15][CH3:16])=[O:13])[CH3:11]. (9) Given the reactants I[C:2]1[C:10]2[C:5](=[CH:6][CH:7]=[C:8]([C:11]#[N:12])[CH:9]=2)[N:4]([S:13]([C:16]2[CH:22]=[CH:21][C:19]([CH3:20])=[CH:18][CH:17]=2)(=[O:15])=[O:14])[CH:3]=1.[CH2:23]([OH:27])[CH2:24][C:25]#[CH:26].Cl, predict the reaction product. The product is: [OH:27][CH2:23][CH2:24][C:25]#[C:26][C:2]1[C:10]2[C:5](=[CH:6][CH:7]=[C:8]([C:11]#[N:12])[CH:9]=2)[N:4]([S:13]([C:16]2[CH:22]=[CH:21][C:19]([CH3:20])=[CH:18][CH:17]=2)(=[O:15])=[O:14])[CH:3]=1.